This data is from Forward reaction prediction with 1.9M reactions from USPTO patents (1976-2016). The task is: Predict the product of the given reaction. The product is: [CH3:1][C@H:2]1[O:7][C@@H:6]([CH3:8])[CH2:5][N:4]([C:9]2[CH:16]=[C:15]([F:17])[C:14]([C:18]#[C:19][C:25]3[N:30]=[CH:29][CH:28]=[CH:27][N:26]=3)=[CH:13][C:10]=2[CH:11]=[O:12])[CH2:3]1. Given the reactants [CH3:1][C@@H:2]1[O:7][C@H:6]([CH3:8])[CH2:5][N:4]([C:9]2[CH:16]=[C:15]([F:17])[C:14]([C:18]#[C:19][Si](C)(C)C)=[CH:13][C:10]=2[CH:11]=[O:12])[CH2:3]1.Br[C:25]1[N:30]=[CH:29][CH:28]=[CH:27][N:26]=1, predict the reaction product.